This data is from Full USPTO retrosynthesis dataset with 1.9M reactions from patents (1976-2016). The task is: Predict the reactants needed to synthesize the given product. (1) Given the product [N:1]1([C:7]([N:9]2[CH2:14][CH:13]([C:15]3[CH:16]=[CH:17][C:18]([C:21]([F:23])([F:24])[F:22])=[CH:19][CH:20]=3)[CH2:12][CH:11]([C:25]3[O:27][N:31]=[C:30]([C:32]4[CH:37]=[CH:36][CH:35]=[CH:34][N:33]=4)[N:29]=3)[CH2:10]2)=[O:8])[CH2:2][CH2:3][O:4][CH2:5][CH2:6]1, predict the reactants needed to synthesize it. The reactants are: [N:1]1([C:7]([N:9]2[CH2:14][CH:13]([C:15]3[CH:20]=[CH:19][C:18]([C:21]([F:24])([F:23])[F:22])=[CH:17][CH:16]=3)[CH2:12][CH:11]([C:25]([OH:27])=O)[CH2:10]2)=[O:8])[CH2:6][CH2:5][O:4][CH2:3][CH2:2]1.O[N:29]=[C:30]([C:32]1[CH:37]=[CH:36][CH:35]=[CH:34][N:33]=1)[NH2:31]. (2) The reactants are: [OH:1][C@@:2]1([C:9]#[C:10][C:11]2[CH:12]=[C:13]([C:17]3[N:22]=[C:21]([C:23]([OH:25])=O)[CH:20]=[C:19]([N:26]4[C:30]([CH3:31])=[CH:29][CH:28]=[N:27]4)[N:18]=3)[CH:14]=[CH:15][CH:16]=2)[CH2:6][CH2:5][N:4]([CH3:7])[C:3]1=[O:8].[Cl-].[NH4+:33]. Given the product [OH:1][C@@:2]1([C:9]#[C:10][C:11]2[CH:12]=[C:13]([C:17]3[N:22]=[C:21]([C:23]([NH2:33])=[O:25])[CH:20]=[C:19]([N:26]4[C:30]([CH3:31])=[CH:29][CH:28]=[N:27]4)[N:18]=3)[CH:14]=[CH:15][CH:16]=2)[CH2:6][CH2:5][N:4]([CH3:7])[C:3]1=[O:8], predict the reactants needed to synthesize it. (3) Given the product [Cl:16][C:15]1[CH:14]=[CH:13][C:12]([NH:17][C:29]([NH:28][C:22]2[CH:23]=[CH:24][CH:25]=[C:26]([F:27])[C:21]=2[Cl:20])=[S:30])=[C:11]([OH:18])[C:10]=1[S:7]([N:6]([CH3:19])[CH3:5])(=[O:9])=[O:8], predict the reactants needed to synthesize it. The reactants are: NC(N)=S.[CH3:5][N:6]([CH3:19])[S:7]([C:10]1[C:15]([Cl:16])=[CH:14][CH:13]=[C:12]([NH2:17])[C:11]=1[OH:18])(=[O:9])=[O:8].[Cl:20][C:21]1[C:26]([F:27])=[CH:25][CH:24]=[CH:23][C:22]=1[N:28]=[C:29]=[S:30]. (4) The reactants are: [Br:1][C:2]1[C:7]([F:8])=[CH:6][C:5]([N:9]2[C:18]3[C:13](=[CH:14][C:15]([S:19](Cl)(=[O:21])=[O:20])=[CH:16][CH:17]=3)[N:12]=[CH:11][C:10]2=[O:23])=[C:4]([O:24][CH3:25])[CH:3]=1.ClCCl.[N:29]1[CH:34]=[CH:33][CH:32]=[C:31]([NH2:35])[N:30]=1.N1C=CC=CC=1. Given the product [Br:1][C:2]1[C:7]([F:8])=[CH:6][C:5]([N:9]2[C:18]3[C:13](=[CH:14][C:15]([S:19]([NH:35][C:31]4[N:30]=[N:29][CH:34]=[CH:33][CH:32]=4)(=[O:21])=[O:20])=[CH:16][CH:17]=3)[N:12]=[CH:11][C:10]2=[O:23])=[C:4]([O:24][CH3:25])[CH:3]=1, predict the reactants needed to synthesize it. (5) Given the product [Br:11][C:12]1[CH:17]=[C:16]([N:8]2[C:4]3[N:5]=[CH:6][N:7]=[C:2]([Cl:1])[C:3]=3[CH:10]=[CH:9]2)[CH:15]=[CH:14][CH:13]=1, predict the reactants needed to synthesize it. The reactants are: [Cl:1][C:2]1[C:3]2[CH:10]=[CH:9][NH:8][C:4]=2[N:5]=[CH:6][N:7]=1.[Br:11][C:12]1[CH:13]=[C:14](B(O)O)[CH:15]=[CH:16][CH:17]=1.N1C=CC=CC=1.